This data is from Forward reaction prediction with 1.9M reactions from USPTO patents (1976-2016). The task is: Predict the product of the given reaction. (1) The product is: [C:1](=[N:14][C:93]1[CH:92]=[C:91]([C@:85]23[CH2:87][CH2:88][O:89][CH2:90][C@H:84]2[S:83][C:82]([NH:74][C:72](=[O:73])[O:71][C:67]([CH3:69])([CH3:68])[CH3:70])=[N:86]3)[CH:96]=[CH:95][CH:94]=1)([C:8]1[CH:9]=[CH:10][CH:11]=[CH:12][CH:13]=1)[C:2]1[CH:7]=[CH:6][CH:5]=[CH:4][CH:3]=1. Given the reactants [C:1](=[NH:14])([C:8]1[CH:13]=[CH:12][CH:11]=[CH:10][CH:9]=1)[C:2]1[CH:7]=[CH:6][CH:5]=[CH:4][CH:3]=1.C1C=CC(P(C2C(C3C(P(C4C=CC=CC=4)C4C=CC=CC=4)=CC=C4C=3C=CC=C4)=C3C(C=CC=C3)=CC=2)C2C=CC=CC=2)=CC=1.CC(C)([O-])C.[Na+].[C:67]([O:71][C:72]([N:74]([C:82]1[S:83][C@@H:84]2[CH2:90][O:89][CH2:88][CH2:87][C@:85]2([C:91]2[CH:96]=[CH:95][CH:94]=[C:93](Br)[CH:92]=2)[N:86]=1)C(OC(C)(C)C)=O)=[O:73])([CH3:70])([CH3:69])[CH3:68], predict the reaction product. (2) The product is: [CH3:17][C:16]1[O:15][N:14]=[C:13]([C:18]2[CH:19]=[C:20]([CH3:24])[CH:21]=[CH:22][CH:23]=2)[C:12]=1[CH2:11][O:10][C:7]1[CH:8]=[CH:9][C:4]([C:3]([NH:39][CH:38]2[CH2:43][CH2:48][O:40][CH2:41][CH2:37]2)=[O:25])=[CH:5][N:6]=1. Given the reactants CO[C:3](=[O:25])[C:4]1[CH:9]=[CH:8][C:7]([O:10][CH2:11][C:12]2[C:13]([C:18]3[CH:19]=[C:20]([CH3:24])[CH:21]=[CH:22][CH:23]=3)=[N:14][O:15][C:16]=2[CH3:17])=[N:6][CH:5]=1.COC(=O)C1C=CC(OC[C:37]2[C:38]([C:43]3[CH:48]=CC=CC=3F)=[N:39][O:40][C:41]=2C)=NC=1.NC1CCOCC1, predict the reaction product. (3) The product is: [CH2:1]([O:8][C:9](=[O:36])[N:10]([N:15]1[C:24](=[O:25])[C:23]2[C:18](=[CH:19][C:20]([CH:32]([CH3:34])[CH3:33])=[C:21]([C:26]3[N:27]([CH3:31])[N:28]=[CH:29][CH:30]=3)[CH:22]=2)[N:17]([C:37](=[O:39])[CH3:38])[C:16]1=[O:35])[S:11]([CH3:14])(=[O:13])=[O:12])[C:2]1[CH:7]=[CH:6][CH:5]=[CH:4][CH:3]=1. Given the reactants [CH2:1]([O:8][C:9](=[O:36])[N:10]([N:15]1[C:24](=[O:25])[C:23]2[C:18](=[CH:19][C:20]([CH:32]([CH3:34])[CH3:33])=[C:21]([C:26]3[N:27]([CH3:31])[N:28]=[CH:29][CH:30]=3)[CH:22]=2)[NH:17][C:16]1=[O:35])[S:11]([CH3:14])(=[O:13])=[O:12])[C:2]1[CH:7]=[CH:6][CH:5]=[CH:4][CH:3]=1.[C:37](Cl)(=[O:39])[CH3:38], predict the reaction product. (4) Given the reactants C(OCC)(=O)C.Br.[NH2:8][C:9]1[CH:14]=[CH:13][CH:12]=[C:11]([CH:15]([CH3:17])[CH3:16])[C:10]=1[OH:18].C(=O)([O-])O.[Na+].[Br:24][CH:25]([CH:29]([CH3:31])[CH3:30])[C:26](Cl)=[O:27], predict the reaction product. The product is: [Br:24][CH:25]([CH:29]([CH3:31])[CH3:30])[C:26]([NH:8][C:9]1[CH:14]=[CH:13][CH:12]=[C:11]([CH:15]([CH3:16])[CH3:17])[C:10]=1[OH:18])=[O:27]. (5) Given the reactants [C:1]1([N:7]([C:27]2[CH:32]=[CH:31][C:30]([C:33]3C4C(C(C5C=CC=CC=5)=C5C=3C=CC=C5)=CC=CC=4)=[CH:29][CH:28]=2)[C:8]2[CH:9]=[CH:10][C:11]3[N:12]([C:21]4[CH:26]=[CH:25][CH:24]=[CH:23][CH:22]=4)[C:13]4C([C:19]=3[CH:20]=2)=CC=[CH:15][CH:14]=4)[CH:6]=[CH:5][CH:4]=[CH:3][CH:2]=1.[CH:63]1[C:64]2=[C:65]3C([C:61]4[C:72]5[C:65](=CC=C[C:69]2=5)[CH:64]=[CH:63][CH:62]=4)=CC=[CH:69][C:72]3=[CH:61][CH:62]=1.C(C1C=[C:93]2[C:95]3[C:89](=[CH:90][C:91]([C:96](C)(C)C)=[CH:92]2)C2[C:95]4[C:93](C=C(C(C)(C)C)C=2)=[CH:92][C:91]([C:96](C)(C)C)=[CH:90][C:89]=4C=3C=1)(C)(C)C, predict the reaction product. The product is: [CH:14]1[C:13]2[N:12]([C:11]3[CH:19]=[CH:20][C:8]([N:7]([C:1]4[CH:6]=[CH:5][CH:4]=[CH:3][CH:2]=4)[C:27]4[CH:28]=[CH:29][C:30]([CH:33]=[CH:96][C:91]5[CH:90]=[CH:89][C:95]([N:12]([C:11]6[CH:19]=[CH:20][C:8]([N:7]7[C:61]8[CH:62]=[CH:63][CH:64]=[CH:65][C:72]=8[C:69]8[C:1]7=[CH:2][CH:3]=[CH:4][CH:5]=8)=[CH:9][CH:10]=6)[C:21]6[CH:26]=[CH:25][CH:24]=[CH:23][CH:22]=6)=[CH:93][CH:92]=5)=[CH:31][CH:32]=4)=[CH:9][CH:10]=3)[C:21]3[C:22](=[CH:15][CH:14]=[CH:13][CH:26]=3)[C:23]=2[CH:24]=[CH:25][CH:15]=1. (6) Given the reactants Br[C:2]1[C:7]([OH:8])=[CH:6][CH:5]=[CH:4][N:3]=1.[S:9]1[CH:13]=[CH:12][C:11](B(O)O)=[CH:10]1.C(=O)([O-])[O-].[Na+].[Na+], predict the reaction product. The product is: [S:9]1[CH:13]=[CH:12][C:11]([C:2]2[C:7]([OH:8])=[CH:6][CH:5]=[CH:4][N:3]=2)=[CH:10]1. (7) Given the reactants C(O[C:6]([C:8]1[N:9]=[C:10]([C:29]#[N:30])[C:11]2[C:16]([C:17]=1[OH:18])=[CH:15][C:14]([O:19][C:20]1[C:25]([CH3:26])=[CH:24][C:23]([Cl:27])=[CH:22][C:21]=1[CH3:28])=[CH:13][CH:12]=2)=[O:7])CCC.[NH2:31][CH2:32][C:33]([OH:35])=[O:34], predict the reaction product. The product is: [Cl:27][C:23]1[CH:24]=[C:25]([CH3:26])[C:20]([O:19][C:14]2[CH:15]=[C:16]3[C:11](=[CH:12][CH:13]=2)[C:10]([C:29]#[N:30])=[N:9][C:8]([C:6]([NH:31][CH2:32][C:33]([OH:35])=[O:34])=[O:7])=[C:17]3[OH:18])=[C:21]([CH3:28])[CH:22]=1. (8) Given the reactants C([O:4][CH2:5][C:6]1([CH3:29])[C:27](=[O:28])[C:10]2[C:11]([C:14](=[O:26])[NH:15][C:16]3[CH:24]=[CH:23][C:22]4[C:18](=[CH:19][N:20]([CH3:25])[N:21]=4)[CH:17]=3)=[CH:12][O:13][C:9]=2[CH2:8][CH2:7]1)(=O)C.[OH-].[Na+], predict the reaction product. The product is: [OH:4][CH2:5][C:6]1([CH3:29])[C:27](=[O:28])[C:10]2[C:11]([C:14]([NH:15][C:16]3[CH:24]=[CH:23][C:22]4[C:18](=[CH:19][N:20]([CH3:25])[N:21]=4)[CH:17]=3)=[O:26])=[CH:12][O:13][C:9]=2[CH2:8][CH2:7]1. (9) Given the reactants Br[C:2]1[CH:3]=[CH:4][C:5]([N+:8]([O-])=O)=[N:6][CH:7]=1.C(=O)([O-])[O-].[Cs+].[Cs+].[OH:17][C:18]1[C:19]([CH:41]2[CH2:45][CH2:44][CH2:43][N:42]2[C:46](=[O:48])[CH3:47])=[CH:20][C:21]2[N:25](COCC[Si](C)(C)C)[C:24]([C:34]3[CH:39]=[CH:38][CH:37]=[CH:36][N:35]=3)=[N:23][C:22]=2[CH:40]=1.[Cl-].[NH4+], predict the reaction product. The product is: [NH2:8][C:5]1[N:6]=[CH:7][C:2]([O:17][C:18]2[C:19]([CH:41]3[CH2:45][CH2:44][CH2:43][N:42]3[C:46](=[O:48])[CH3:47])=[CH:20][C:21]3[NH:25][C:24]([C:34]4[CH:39]=[CH:38][CH:37]=[CH:36][N:35]=4)=[N:23][C:22]=3[CH:40]=2)=[CH:3][CH:4]=1. (10) Given the reactants [F:1][C:2]1[CH:23]=[CH:22][C:5]([C:6]([NH:8][CH:9]([C:18](=[O:21])[NH:19][CH3:20])[CH:10]([N+:15]([O-])=O)[C:11]([F:14])([F:13])[F:12])=[O:7])=[C:4]([C:24]([F:27])([F:26])[F:25])[CH:3]=1, predict the reaction product. The product is: [NH2:15][CH:10]([C:11]([F:14])([F:12])[F:13])[CH:9]([NH:8][C:6](=[O:7])[C:5]1[CH:22]=[CH:23][C:2]([F:1])=[CH:3][C:4]=1[C:24]([F:26])([F:25])[F:27])[C:18](=[O:21])[NH:19][CH3:20].